The task is: Predict the reactants needed to synthesize the given product.. This data is from Full USPTO retrosynthesis dataset with 1.9M reactions from patents (1976-2016). (1) The reactants are: O=C1C2C(=CC=CC=2)C(=O)[N:3]1[CH2:12][C@@H:13]([NH:25][C:26]([C:28]1[CH:32]=[C:31]([C:33]2[N:37]([CH3:38])[N:36]=[CH:35][CH:34]=2)[O:30][CH:29]=1)=[O:27])[CH2:14][C:15]1[CH:20]=[CH:19][CH:18]=[CH:17][C:16]=1[C:21]([F:24])([F:23])[F:22].CO.NN. Given the product [NH2:3][CH2:12][C@@H:13]([NH:25][C:26]([C:28]1[CH:32]=[C:31]([C:33]2[N:37]([CH3:38])[N:36]=[CH:35][CH:34]=2)[O:30][CH:29]=1)=[O:27])[CH2:14][C:15]1[CH:20]=[CH:19][CH:18]=[CH:17][C:16]=1[C:21]([F:24])([F:23])[F:22], predict the reactants needed to synthesize it. (2) Given the product [Cl:8][C:4]1[CH:5]=[CH:6][CH:7]=[C:2]([Cl:1])[C:3]=1[CH2:9][S:10]([C:13]1[CH:14]=[C:15]2[C:19](=[CH:20][CH:21]=1)[NH:18][C:17](=[O:22])/[C:16]/2=[CH:23]\[C:24]1[NH:28][C:27]([CH3:29])=[C:26]([C:30]([N:56]2[CH2:60][CH2:59][CH2:58][C@@H:57]2[CH2:61][OH:62])=[O:31])[C:25]=1[CH3:33])(=[O:12])=[O:11], predict the reactants needed to synthesize it. The reactants are: [Cl:1][C:2]1[CH:7]=[CH:6][CH:5]=[C:4]([Cl:8])[C:3]=1[CH2:9][S:10]([C:13]1[CH:14]=[C:15]2[C:19](=[CH:20][CH:21]=1)[NH:18][C:17](=[O:22])/[C:16]/2=[CH:23]\[C:24]1[NH:28][C:27]([CH3:29])=[C:26]([C:30](O)=[O:31])[C:25]=1[CH3:33])(=[O:12])=[O:11].C1C=CC2N(O)N=NC=2C=1.CCN=C=NCCCN(C)C.Cl.[NH:56]1[CH2:60][CH2:59][CH2:58][C@H:57]1[CH2:61][OH:62]. (3) Given the product [C:1]([O:5][C:6]([N:8]1[CH2:13][CH2:12][N:11]([C:14]2[N:19]=[C:18]([C:20]3[CH:25]=[CH:24][N:23]=[CH:22][C:21]=3[Cl:26])[C:17]([C:33]3[CH:34]=[CH:35][C:30]([C:29]([F:40])([F:39])[F:28])=[CH:31][CH:32]=3)=[CH:16][CH:15]=2)[CH2:10][CH2:9]1)=[O:7])([CH3:4])([CH3:3])[CH3:2], predict the reactants needed to synthesize it. The reactants are: [C:1]([O:5][C:6]([N:8]1[CH2:13][CH2:12][N:11]([C:14]2[N:19]=[C:18]([C:20]3[CH:25]=[CH:24][N:23]=[CH:22][C:21]=3[Cl:26])[C:17](Br)=[CH:16][CH:15]=2)[CH2:10][CH2:9]1)=[O:7])([CH3:4])([CH3:3])[CH3:2].[F:28][C:29]([F:40])([F:39])[C:30]1[CH:35]=[CH:34][C:33](B(O)O)=[CH:32][CH:31]=1.C([O-])([O-])=O.[K+].[K+]. (4) The reactants are: C(OC([N:8]([CH2:45][C:46]([OH:48])=[O:47])[CH2:9][C:10]([N:12]1[CH2:17][CH2:16][CH:15]([CH2:18][N:19](C(OC(C)(C)C)=O)[C@@H:20]([C:22]2[C:31]3[C:26](=[CH:27][CH:28]=[CH:29][CH:30]=3)[CH:25]=[CH:24][CH:23]=2)[CH3:21])[CH:14]([C:39]2[CH:44]=[CH:43][CH:42]=[CH:41][CH:40]=2)[CH2:13]1)=[O:11])=O)(C)(C)C.[ClH:49].O1CCOCC1. Given the product [ClH:49].[C:22]1([C@H:20]([NH:19][CH2:18][CH:15]2[CH2:16][CH2:17][N:12]([C:10](=[O:11])[CH2:9][NH:8][CH2:45][C:46]([OH:48])=[O:47])[CH2:13][CH:14]2[C:39]2[CH:40]=[CH:41][CH:42]=[CH:43][CH:44]=2)[CH3:21])[C:31]2[C:26](=[CH:27][CH:28]=[CH:29][CH:30]=2)[CH:25]=[CH:24][CH:23]=1, predict the reactants needed to synthesize it. (5) Given the product [CH2:1]([O:3][C:4]([C:6]1[C:11]([NH:12][C:15]2[CH:16]=[N:17][CH:18]=[N:19][CH:20]=2)=[N:10][CH:9]=[C:8]([CH3:13])[N:7]=1)=[O:5])[CH3:2], predict the reactants needed to synthesize it. The reactants are: [CH2:1]([O:3][C:4]([C:6]1[C:11]([NH2:12])=[N:10][CH:9]=[C:8]([CH3:13])[N:7]=1)=[O:5])[CH3:2].Br[C:15]1[CH:16]=[N:17][CH:18]=[N:19][CH:20]=1.C(=O)([O-])[O-].[K+].[K+].C1(P(C2C=CC=CC=2)C2C3OC4C(=CC=CC=4P(C4C=CC=CC=4)C4C=CC=CC=4)C(C)(C)C=3C=CC=2)C=CC=CC=1. (6) Given the product [CH:29]1([S:33]([NH:1][C:2]2[CH:3]=[C:4]([C:8]3[C:9]([C:14]([N:16]4[CH2:17][CH2:18][N:19]([C:22]([O:24][C:25]([CH3:28])([CH3:27])[CH3:26])=[O:23])[CH2:20][CH2:21]4)=[O:15])=[CH:10][CH:11]=[CH:12][CH:13]=3)[CH:5]=[CH:6][CH:7]=2)(=[O:35])=[O:34])[CH2:32][CH2:31][CH2:30]1, predict the reactants needed to synthesize it. The reactants are: [NH2:1][C:2]1[CH:3]=[C:4]([C:8]2[C:9]([C:14]([N:16]3[CH2:21][CH2:20][N:19]([C:22]([O:24][C:25]([CH3:28])([CH3:27])[CH3:26])=[O:23])[CH2:18][CH2:17]3)=[O:15])=[CH:10][CH:11]=[CH:12][CH:13]=2)[CH:5]=[CH:6][CH:7]=1.[CH:29]1([S:33](Cl)(=[O:35])=[O:34])[CH2:32][CH2:31][CH2:30]1. (7) Given the product [CH:21]1[C:22]2[C:27](=[CH:26][CH:25]=[CH:24][CH:23]=2)[C:18]([C:16]([NH:15][C:6]2([C:4]([OH:5])=[O:3])[CH2:7][C:8]3[C:13](=[CH:12][CH:11]=[CH:10][CH:9]=3)[CH2:14]2)=[O:17])=[CH:19][N:20]=1, predict the reactants needed to synthesize it. The reactants are: C([O:3][C:4]([C:6]1([NH:15][C:16]([C:18]2[C:27]3[C:22](=[CH:23][CH:24]=[CH:25][CH:26]=3)[CH:21]=[N:20][CH:19]=2)=[O:17])[CH2:14][C:13]2[C:8](=[CH:9][CH:10]=[CH:11][CH:12]=2)[CH2:7]1)=[O:5])C.[OH-].[K+].O.